From a dataset of Catalyst prediction with 721,799 reactions and 888 catalyst types from USPTO. Predict which catalyst facilitates the given reaction. Product: [F:20][C:15]1[CH:16]=[C:17]2[C:12](=[CH:13][C:14]=1[N:21]1[CH2:25][CH2:24][CH2:23][CH2:22]1)[NH:11][C:10](=[O:26])[N:9]([OH:8])[C:18]2=[O:19]. Reactant: C([O:8][N:9]1[C:18](=[O:19])[C:17]2[C:12](=[CH:13][C:14]([N:21]3[CH2:25][CH2:24][CH2:23][CH2:22]3)=[C:15]([F:20])[CH:16]=2)[NH:11][C:10]1=[O:26])C1C=CC=CC=1.[H][H]. The catalyst class is: 358.